Dataset: Catalyst prediction with 721,799 reactions and 888 catalyst types from USPTO. Task: Predict which catalyst facilitates the given reaction. Reactant: C(OC(N[N:9]([CH2:31][CH2:32]C1C2C=CC=CC=2OC=1)[C:10]([C:12]1[C:21](=[O:22])[C:20]2[C:15](=[CH:16][C:17]([Cl:23])=[CH:18][CH:19]=2)[NH:14][C:13]=1[C:24]([N:26]1CCCC1)=[O:25])=[O:11])=O)(C)(C)C.CS(O)(=O)=O.[OH2:47]. Product: [Cl:23][C:17]1[CH:18]=[CH:19][C:20]2[C:21](=[O:22])[C:12]3[C:10](=[O:11])[N:9]([CH:31]([C:12]4[O:47][C:19]5[CH:18]=[CH:17][CH:16]=[CH:15][C:20]=5[CH:21]=4)[CH3:32])[N:26]=[C:24]([OH:25])[C:13]=3[NH:14][C:15]=2[CH:16]=1. The catalyst class is: 5.